This data is from Forward reaction prediction with 1.9M reactions from USPTO patents (1976-2016). The task is: Predict the product of the given reaction. (1) Given the reactants [O:1]=[C:2]1[N:7]=[CH:6][C:5]([C:8]2[CH:18]=[CH:17][C:11]([C:12]([O:14]CC)=[O:13])=[CH:10][CH:9]=2)=[N:4][NH:3]1.NC1N=NC=C(C2C=CC(C(OCC)=O)=CC=2)N=1.NC1N=NC(C2C=CC(C(OCC)=O)=CC=2)=CN=1, predict the reaction product. The product is: [O:1]=[C:2]1[N:7]=[CH:6][C:5]([C:8]2[CH:9]=[CH:10][C:11]([C:12]([OH:14])=[O:13])=[CH:17][CH:18]=2)=[N:4][NH:3]1. (2) Given the reactants CS(C)=O.[CH2:5]([OH:8])[CH2:6][OH:7].CC([O-])(C)C.[K+].Cl[C:16]1[CH:25]=[C:24]2[C:19]([C:20](=[O:32])[C:21]([C:29]([OH:31])=[O:30])=[CH:22][N:23]2[CH:26]2[CH2:28][CH2:27]2)=[CH:18][C:17]=1[F:33], predict the reaction product. The product is: [CH:26]1([N:23]2[C:24]3[C:19](=[CH:18][C:17]([F:33])=[C:16]([O:7][CH2:6][CH2:5][OH:8])[CH:25]=3)[C:20](=[O:32])[C:21]([C:29]([OH:31])=[O:30])=[CH:22]2)[CH2:27][CH2:28]1. (3) Given the reactants [F:1][C:2]([F:14])([C:8]1[CH:13]=[CH:12][CH:11]=[CH:10][CH:9]=1)[C:3]([O:5]CC)=[O:4].[OH-].[Na+].Cl, predict the reaction product. The product is: [C:8]1([C:2]([C:3]([OH:5])=[O:4])([F:14])[F:1])[CH:9]=[CH:10][CH:11]=[CH:12][CH:13]=1. (4) Given the reactants [Cl:1][C:2]1[C:3]([C:10]2([C:13]#[N:14])[CH2:12][CH2:11]2)=[N:4][CH:5]=[C:6]([CH:8]=[CH2:9])[CH:7]=1.[F:15][C:16]([F:20])([F:19])[CH2:17]N.N([O-])=O.[Na+].[Cl-].[NH4+], predict the reaction product. The product is: [Cl:1][C:2]1[C:3]([C:10]2([C:13]#[N:14])[CH2:11][CH2:12]2)=[N:4][CH:5]=[C:6]([CH:8]2[CH2:9][CH:17]2[C:16]([F:20])([F:19])[F:15])[CH:7]=1. (5) Given the reactants [C:1]([O:9][CH2:10][C:11]1[CH:12]=[N:13][C:14]([CH3:17])=[CH:15][CH:16]=1)(=[O:8])[C:2]1[CH:7]=[CH:6][CH:5]=[CH:4][CH:3]=1.ClC1C=CC=C(C(OO)=[O:26])C=1.C(=O)([O-])[O-].[K+].[K+], predict the reaction product. The product is: [C:1]([O:9][CH2:10][C:11]1[CH:12]=[N+:13]([O-:26])[C:14]([CH3:17])=[CH:15][CH:16]=1)(=[O:8])[C:2]1[CH:3]=[CH:4][CH:5]=[CH:6][CH:7]=1. (6) Given the reactants [Br:1][C:2]1[CH:3]=[N:4][CH:5]=[C:6]([CH:10]=1)[C:7]([OH:9])=[O:8].[I:11][CH2:12][C:13]([NH2:15])=[O:14], predict the reaction product. The product is: [I-:11].[Br:1][C:2]1[CH:10]=[C:6]([C:7]([OH:9])=[O:8])[CH:5]=[N+:4]([CH2:12][C:13](=[O:14])[NH2:15])[CH:3]=1.